Dataset: Forward reaction prediction with 1.9M reactions from USPTO patents (1976-2016). Task: Predict the product of the given reaction. (1) Given the reactants [CH2:1]([O:8][C:9]1[CH:10]=[C:11]2[C:16](=[CH:17][CH:18]=1)[CH2:15][CH:14]([CH:19]([O:38][Si:39]([C:42]([CH3:45])([CH3:44])[CH3:43])([CH3:41])[CH3:40])[C:20]1[O:21][C:22]([Sn](CCCC)(CCCC)CCCC)=[CH:23][N:24]=1)[CH2:13][CH2:12]2)[C:2]1[CH:7]=[CH:6][CH:5]=[CH:4][CH:3]=1.Br[C:47]1[N:52]=[C:51]([C:53]([O:55][CH3:56])=[O:54])[CH:50]=[CH:49][CH:48]=1, predict the reaction product. The product is: [CH2:1]([O:8][C:9]1[CH:10]=[C:11]2[C:12](=[CH:17][CH:18]=1)[CH2:13][CH:14]([CH:19]([O:38][Si:39]([C:42]([CH3:44])([CH3:45])[CH3:43])([CH3:40])[CH3:41])[C:20]1[O:21][C:22]([C:47]3[N:52]=[C:51]([C:53]([O:55][CH3:56])=[O:54])[CH:50]=[CH:49][CH:48]=3)=[CH:23][N:24]=1)[CH2:15][CH2:16]2)[C:2]1[CH:3]=[CH:4][CH:5]=[CH:6][CH:7]=1. (2) Given the reactants [C:1]1([NH2:8])[CH:6]=[CH:5][CH:4]=[CH:3][C:2]=1[NH2:7].[C:9](O)(=O)[CH3:10].CCOCC, predict the reaction product. The product is: [N:7]1[C:2]2[C:1](=[CH:6][CH:5]=[CH:4][CH:3]=2)[N:8]=[CH:10][CH:9]=1. (3) Given the reactants [CH3:1][O:2][C:3]([C@@H:5]1[CH2:14][C:13]2[CH:12]=[C:11]3[O:15][CH2:16][C@H:17]([C:19]4[CH:24]=[CH:23][C:22]([O:25]C(=O)C)=[CH:21][CH:20]=4)[O:18][C:10]3=[CH:9][C:8]=2[CH2:7][N:6]1[C@H:29]([C:32]1[CH:37]=[CH:36][CH:35]=[CH:34][CH:33]=1)[CH2:30][CH3:31])=[O:4].C([O-])(O)=O.[Na+].O, predict the reaction product. The product is: [CH3:1][O:2][C:3]([C@@H:5]1[CH2:14][C:13]2[CH:12]=[C:11]3[O:15][CH2:16][C@H:17]([C:19]4[CH:24]=[CH:23][C:22]([OH:25])=[CH:21][CH:20]=4)[O:18][C:10]3=[CH:9][C:8]=2[CH2:7][N:6]1[C@H:29]([C:32]1[CH:33]=[CH:34][CH:35]=[CH:36][CH:37]=1)[CH2:30][CH3:31])=[O:4]. (4) Given the reactants Cl[C:2]1[C:7]([O:8][CH3:9])=[CH:6][CH:5]=[CH:4][N:3]=1.[C:10](=[O:13])([O-])[O-:11].[K+].[K+].O.[C:17](#N)[CH3:18], predict the reaction product. The product is: [CH3:9][O:8][C:7]1[C:2]([C:18]2[CH:17]=[CH:7][C:6]([C:10]([OH:11])=[O:13])=[CH:5][CH:4]=2)=[N:3][CH:4]=[CH:5][CH:6]=1. (5) Given the reactants Br[C:2]1[C:3]([N:22]2[CH2:26][CH2:25][C@H:24]([CH2:27][NH:28]C(=O)OC(C)(C)C)[CH2:23]2)=[N:4][CH:5]=[C:6]([C:8](=[O:21])[NH:9][C:10]2[CH:15]=[CH:14][C:13]([O:16][C:17]([F:20])([F:19])[F:18])=[CH:12][CH:11]=2)[CH:7]=1.[N:36]1[CH:41]=[CH:40][CH:39]=[C:38](B(O)O)[CH:37]=1, predict the reaction product. The product is: [NH2:28][CH2:27][C@H:24]1[CH2:25][CH2:26][N:22]([C:3]2[C:2]([C:38]3[CH:37]=[N:36][CH:41]=[CH:40][CH:39]=3)=[CH:7][C:6]([C:8]([NH:9][C:10]3[CH:15]=[CH:14][C:13]([O:16][C:17]([F:20])([F:19])[F:18])=[CH:12][CH:11]=3)=[O:21])=[CH:5][N:4]=2)[CH2:23]1. (6) The product is: [CH3:45][O:21][NH:20][C:40]([C:39]1[C:31]([NH:30][C:24]2[CH:25]=[CH:26][C:27]([I:29])=[CH:28][C:23]=2[F:22])=[CH:32][C:33](=[O:43])[N:34]2[C:38]=1[CH2:37][CH2:36][CH2:35]2)=[O:41]. Given the reactants CCN=C=NCCCN(C)C.C1C=CC2[N:20]([OH:21])N=NC=2C=1.[F:22][C:23]1[CH:28]=[C:27]([I:29])[CH:26]=[CH:25][C:24]=1[NH:30][C:31]1[C:39]([C:40](O)=[O:41])=[C:38]2[N:34]([CH2:35][CH2:36][CH2:37]2)[C:33](=[O:43])[CH:32]=1.Cl.[CH3:45]OON, predict the reaction product. (7) Given the reactants [C:1]([Si:5]([CH3:21])([CH3:20])[O:6][CH2:7][CH2:8][NH:9][C:10]1[N:18]=[C:17]([Cl:19])[CH:16]=[CH:15][C:11]=1[C:12]([NH2:14])=O)([CH3:4])([CH3:3])[CH3:2].N1C=CC=CC=1.O=P(Cl)(Cl)Cl.[OH-].[Na+], predict the reaction product. The product is: [C:1]([Si:5]([CH3:21])([CH3:20])[O:6][CH2:7][CH2:8][NH:9][C:10]1[N:18]=[C:17]([Cl:19])[CH:16]=[CH:15][C:11]=1[C:12]#[N:14])([CH3:4])([CH3:3])[CH3:2].